From a dataset of NCI-60 drug combinations with 297,098 pairs across 59 cell lines. Regression. Given two drug SMILES strings and cell line genomic features, predict the synergy score measuring deviation from expected non-interaction effect. (1) Drug 1: CN(CC1=CN=C2C(=N1)C(=NC(=N2)N)N)C3=CC=C(C=C3)C(=O)NC(CCC(=O)O)C(=O)O. Drug 2: CCC1(C2=C(COC1=O)C(=O)N3CC4=CC5=C(C=CC(=C5CN(C)C)O)N=C4C3=C2)O.Cl. Cell line: MCF7. Synergy scores: CSS=12.2, Synergy_ZIP=-6.86, Synergy_Bliss=-0.171, Synergy_Loewe=-9.93, Synergy_HSA=-7.42. (2) Drug 1: CC1=C2C(C(=O)C3(C(CC4C(C3C(C(C2(C)C)(CC1OC(=O)C(C(C5=CC=CC=C5)NC(=O)OC(C)(C)C)O)O)OC(=O)C6=CC=CC=C6)(CO4)OC(=O)C)O)C)O. Drug 2: CCC1=C2CN3C(=CC4=C(C3=O)COC(=O)C4(CC)O)C2=NC5=C1C=C(C=C5)O. Cell line: MDA-MB-231. Synergy scores: CSS=20.0, Synergy_ZIP=-4.77, Synergy_Bliss=1.58, Synergy_Loewe=-4.83, Synergy_HSA=1.60. (3) Drug 1: CC1C(C(=O)NC(C(=O)N2CCCC2C(=O)N(CC(=O)N(C(C(=O)O1)C(C)C)C)C)C(C)C)NC(=O)C3=C4C(=C(C=C3)C)OC5=C(C(=O)C(=C(C5=N4)C(=O)NC6C(OC(=O)C(N(C(=O)CN(C(=O)C7CCCN7C(=O)C(NC6=O)C(C)C)C)C)C(C)C)C)N)C. Drug 2: CC1=C2C(C(=O)C3(C(CC4C(C3C(C(C2(C)C)(CC1OC(=O)C(C(C5=CC=CC=C5)NC(=O)C6=CC=CC=C6)O)O)OC(=O)C7=CC=CC=C7)(CO4)OC(=O)C)O)C)OC(=O)C. Cell line: ACHN. Synergy scores: CSS=3.73, Synergy_ZIP=-2.49, Synergy_Bliss=-0.558, Synergy_Loewe=-2.47, Synergy_HSA=-1.29. (4) Drug 1: CC1=CC2C(CCC3(C2CCC3(C(=O)C)OC(=O)C)C)C4(C1=CC(=O)CC4)C. Drug 2: COCCOC1=C(C=C2C(=C1)C(=NC=N2)NC3=CC=CC(=C3)C#C)OCCOC.Cl. Cell line: CCRF-CEM. Synergy scores: CSS=8.91, Synergy_ZIP=-1.36, Synergy_Bliss=5.49, Synergy_Loewe=7.74, Synergy_HSA=6.23. (5) Drug 1: C1CCC(C1)C(CC#N)N2C=C(C=N2)C3=C4C=CNC4=NC=N3. Drug 2: CC1=C2C(C(=O)C3(C(CC4C(C3C(C(C2(C)C)(CC1OC(=O)C(C(C5=CC=CC=C5)NC(=O)OC(C)(C)C)O)O)OC(=O)C6=CC=CC=C6)(CO4)OC(=O)C)OC)C)OC. Cell line: RPMI-8226. Synergy scores: CSS=65.8, Synergy_ZIP=3.28, Synergy_Bliss=5.03, Synergy_Loewe=-19.0, Synergy_HSA=3.72. (6) Drug 1: CC12CCC(CC1=CCC3C2CCC4(C3CC=C4C5=CN=CC=C5)C)O. Drug 2: C1C(C(OC1N2C=NC(=NC2=O)N)CO)O. Cell line: SF-539. Synergy scores: CSS=10.7, Synergy_ZIP=-4.87, Synergy_Bliss=-2.67, Synergy_Loewe=-5.82, Synergy_HSA=-3.11. (7) Drug 1: C1CCC(C1)C(CC#N)N2C=C(C=N2)C3=C4C=CNC4=NC=N3. Drug 2: CC1C(C(CC(O1)OC2CC(OC(C2O)C)OC3=CC4=CC5=C(C(=O)C(C(C5)C(C(=O)C(C(C)O)O)OC)OC6CC(C(C(O6)C)O)OC7CC(C(C(O7)C)O)OC8CC(C(C(O8)C)O)(C)O)C(=C4C(=C3C)O)O)O)O. Cell line: NCI/ADR-RES. Synergy scores: CSS=-2.57, Synergy_ZIP=0.146, Synergy_Bliss=-3.27, Synergy_Loewe=-3.83, Synergy_HSA=-4.54. (8) Drug 1: CC1C(C(CC(O1)OC2CC(CC3=C2C(=C4C(=C3O)C(=O)C5=C(C4=O)C(=CC=C5)OC)O)(C(=O)C)O)N)O.Cl. Cell line: ACHN. Synergy scores: CSS=49.9, Synergy_ZIP=3.70, Synergy_Bliss=5.58, Synergy_Loewe=-0.219, Synergy_HSA=6.11. Drug 2: CC1=C(C(=CC=C1)Cl)NC(=O)C2=CN=C(S2)NC3=CC(=NC(=N3)C)N4CCN(CC4)CCO. (9) Drug 1: CC1=C2C(C(=O)C3(C(CC4C(C3C(C(C2(C)C)(CC1OC(=O)C(C(C5=CC=CC=C5)NC(=O)C6=CC=CC=C6)O)O)OC(=O)C7=CC=CC=C7)(CO4)OC(=O)C)O)C)OC(=O)C. Synergy scores: CSS=59.9, Synergy_ZIP=9.37, Synergy_Bliss=7.13, Synergy_Loewe=-29.6, Synergy_HSA=10.5. Cell line: NCI-H460. Drug 2: CS(=O)(=O)CCNCC1=CC=C(O1)C2=CC3=C(C=C2)N=CN=C3NC4=CC(=C(C=C4)OCC5=CC(=CC=C5)F)Cl. (10) Drug 1: C1CN1C2=NC(=NC(=N2)N3CC3)N4CC4. Drug 2: C(CN)CNCCSP(=O)(O)O. Cell line: LOX IMVI. Synergy scores: CSS=41.9, Synergy_ZIP=0.518, Synergy_Bliss=-1.02, Synergy_Loewe=-40.6, Synergy_HSA=-2.91.